Task: Predict the reaction yield, written as a fraction of the theoretical maximum amount of product (1.0 means a 100% yield; for example, 0.34 means a 34% yield).. Dataset: Reaction yield outcomes from USPTO patents with 853,638 reactions (1) The reactants are C(OC(=O)[NH:7][CH:8]1[CH2:13][CH2:12][N:11]([CH2:14][C:15]2[CH:20]=[CH:19][C:18]([O:21][CH3:22])=[C:17]([O:23][CH2:24][CH3:25])[CH:16]=2)[CH2:10][CH2:9]1)(C)(C)C. The product is [CH2:24]([O:23][C:17]1[CH:16]=[C:15]([CH:20]=[CH:19][C:18]=1[O:21][CH3:22])[CH2:14][N:11]1[CH2:10][CH2:9][CH:8]([NH2:7])[CH2:13][CH2:12]1)[CH3:25]. The catalyst is C(O)C.Cl.O1CCOCC1. The yield is 0.890. (2) The reactants are [F:1][C:2]1[CH:10]=[C:9](B2OC(C)(C)C(C)(C)O2)[C:8]2[N:7]3[CH2:20][CH2:21][NH:22][C:23](=[O:24])[C:6]3=[C:5]([CH3:25])[C:4]=2[CH:3]=1.Br[C:27]1[S:28][CH:29]=[CH:30][N:31]=1.C(=O)([O-])[O-].[K+].[K+].C1(P(C2C=CC=CC=2)C2C=CC=CC=2)C=CC=CC=1. The catalyst is COCCOC.C([O-])(=O)C.[Pd+2].C([O-])(=O)C. The product is [F:1][C:2]1[CH:10]=[C:9]([C:27]2[S:28][CH:29]=[CH:30][N:31]=2)[C:8]2[N:7]3[CH2:20][CH2:21][NH:22][C:23](=[O:24])[C:6]3=[C:5]([CH3:25])[C:4]=2[CH:3]=1. The yield is 0.150. (3) The reactants are [Cl:1][C:2]1[CH:7]=[CH:6][C:5]([N:8]([CH2:15][CH3:16])[CH:9]2[CH2:14][CH2:13][NH:12][CH2:11][CH2:10]2)=[CH:4][CH:3]=1.N1C(C)=CC=CC=1C.[I-].[K+].Br[CH2:28][CH2:29][CH:30]=[C:31]1[C:37]2[CH:38]=[CH:39][CH:40]=[N:41][C:36]=2[CH2:35][O:34][C:33]2[CH:42]=[CH:43][C:44]([C:46]([OH:49])([CH3:48])[CH3:47])=[CH:45][C:32]1=2. The catalyst is C(O)(C)C. The product is [Cl:1][C:2]1[CH:7]=[CH:6][C:5]([N:8]([CH2:15][CH3:16])[CH:9]2[CH2:14][CH2:13][N:12]([CH2:28][CH2:29][CH:30]=[C:31]3[C:37]4[CH:38]=[CH:39][CH:40]=[N:41][C:36]=4[CH2:35][O:34][C:33]4[CH:42]=[CH:43][C:44]([C:46]([OH:49])([CH3:48])[CH3:47])=[CH:45][C:32]3=4)[CH2:11][CH2:10]2)=[CH:4][CH:3]=1. The yield is 0.340. (4) The reactants are C1C(=O)N([Br:8])C(=O)C1.[CH3:9][O:10][C:11]1[CH:16]=[C:15]([C:17]([F:20])([F:19])[F:18])[CH:14]=[C:13]([O:21][CH3:22])[CH:12]=1. The catalyst is ClCCl. The product is [Br:8][C:14]1[C:15]([C:17]([F:18])([F:19])[F:20])=[CH:16][C:11]([O:10][CH3:9])=[CH:12][C:13]=1[O:21][CH3:22]. The yield is 0.830. (5) The reactants are Br[C:2]1[S:3][C:4]([C:7]2[CH:8]=[CH:9][C:10]([F:15])=[C:11]([CH:14]=2)[C:12]#[N:13])=[CH:5][N:6]=1.[C:16]([Si:20]([CH3:41])([CH3:40])[O:21][CH:22]1[C:30]2[C:25](=[C:26](B3OC(C)(C)C(C)(C)O3)[CH:27]=[CH:28][CH:29]=2)[CH2:24][CH2:23]1)([CH3:19])([CH3:18])[CH3:17].C(=O)([O-])[O-].[Na+].[Na+]. The catalyst is O1CCOCC1.O.C1C=CC([P]([Pd]([P](C2C=CC=CC=2)(C2C=CC=CC=2)C2C=CC=CC=2)([P](C2C=CC=CC=2)(C2C=CC=CC=2)C2C=CC=CC=2)[P](C2C=CC=CC=2)(C2C=CC=CC=2)C2C=CC=CC=2)(C2C=CC=CC=2)C2C=CC=CC=2)=CC=1. The product is [Si:20]([O:21][CH:22]1[C:30]2[C:25](=[C:26]([C:2]3[S:3][C:4]([C:7]4[CH:8]=[CH:9][C:10]([F:15])=[C:11]([CH:14]=4)[C:12]#[N:13])=[CH:5][N:6]=3)[CH:27]=[CH:28][CH:29]=2)[CH2:24][CH2:23]1)([C:16]([CH3:19])([CH3:18])[CH3:17])([CH3:41])[CH3:40]. The yield is 0.320. (6) The reactants are Br[C:2]1[CH:3]=[CH:4][C:5]([F:8])=[N:6][CH:7]=1.[CH3:9][N:10]1[CH:14]=[C:13](B2OC(C)(C)C(C)(C)O2)[CH:12]=[N:11]1.C([O-])([O-])=O.[K+].[K+]. The catalyst is O1CCOCC1.C1C=CC([P]([Pd]([P](C2C=CC=CC=2)(C2C=CC=CC=2)C2C=CC=CC=2)([P](C2C=CC=CC=2)(C2C=CC=CC=2)C2C=CC=CC=2)[P](C2C=CC=CC=2)(C2C=CC=CC=2)C2C=CC=CC=2)(C2C=CC=CC=2)C2C=CC=CC=2)=CC=1. The product is [F:8][C:5]1[CH:4]=[CH:3][C:2]([C:13]2[CH:12]=[N:11][N:10]([CH3:9])[CH:14]=2)=[CH:7][N:6]=1. The yield is 0.613. (7) The reactants are [F:1][C:2]1[C:14]([NH:15][CH2:16][C:17]2[CH:22]=[C:21]([O:23][CH3:24])[CH:20]=[C:19]([C:25]3[CH:30]=[CH:29][CH:28]=[C:27]([F:31])[CH:26]=3)[CH:18]=2)=[C:13]([F:32])[CH:12]=[CH:11][C:3]=1[O:4][CH2:5][C:6]([O:8]CC)=[O:7].[OH-].[Na+]. The catalyst is C1COCC1. The product is [F:1][C:2]1[C:14]([NH:15][CH2:16][C:17]2[CH:22]=[C:21]([O:23][CH3:24])[CH:20]=[C:19]([C:25]3[CH:30]=[CH:29][CH:28]=[C:27]([F:31])[CH:26]=3)[CH:18]=2)=[C:13]([F:32])[CH:12]=[CH:11][C:3]=1[O:4][CH2:5][C:6]([OH:8])=[O:7]. The yield is 0.800.